Dataset: Forward reaction prediction with 1.9M reactions from USPTO patents (1976-2016). Task: Predict the product of the given reaction. (1) The product is: [CH3:35][O:34][C:31]1[N:32]=[C:33]2[C:28](=[CH:29][CH:30]=1)[N:27]=[CH:26][CH:25]=[C:24]2[CH:22]1[O:21][C:20](=[O:36])[N:19]([CH2:18][CH2:17][CH2:16][NH:15][CH2:55][C:53]2[CH:52]=[CH:51][C:48]3[O:49][CH2:50][C:45](=[O:44])[NH:46][C:47]=3[N:54]=2)[CH2:23]1. Given the reactants C1(N)C(F)=C(F)C(F)=C(N)C=1F.Cl.Cl.[NH2:15][CH2:16][CH2:17][CH2:18][N:19]1[CH2:23][CH:22]([C:24]2[C:33]3[C:28](=[CH:29][CH:30]=[C:31]([O:34][CH3:35])[N:32]=3)[N:27]=[CH:26][CH:25]=2)[O:21][C:20]1=[O:36].C(N(CC)CC)C.[O:44]=[C:45]1[CH2:50][O:49][C:48]2[CH:51]=[CH:52][C:53]([CH:55]=O)=[N:54][C:47]=2[NH:46]1.[BH4-].[Na+], predict the reaction product. (2) The product is: [F:1][C:2]1[CH:7]=[CH:6][C:5]([C:8]2[C:9]3[C:10](=[N:27][N:28]([CH2:30][C:31]([OH:33])=[O:32])[CH:29]=3)[N:11]=[C:12]([C:20]3[CH:21]=[CH:22][C:23]([F:26])=[CH:24][CH:25]=3)[C:13]=2[C:14]2[CH:19]=[CH:18][N:17]=[CH:16][CH:15]=2)=[CH:4][CH:3]=1. Given the reactants [F:1][C:2]1[CH:7]=[CH:6][C:5]([C:8]2[C:9]3[C:10](=[N:27][N:28]([CH2:30][C:31]([O:33]CC)=[O:32])[CH:29]=3)[N:11]=[C:12]([C:20]3[CH:25]=[CH:24][C:23]([F:26])=[CH:22][CH:21]=3)[C:13]=2[C:14]2[CH:19]=[CH:18][N:17]=[CH:16][CH:15]=2)=[CH:4][CH:3]=1.[OH-].[K+], predict the reaction product. (3) Given the reactants Br[C:2]1[C:3]([CH3:29])=[C:4]([C:21]([OH:28])=[C:22]([C:24]([CH3:27])([CH3:26])[CH3:25])[CH:23]=1)[C:5]([NH:7][C:8]1[CH:13]=[CH:12][C:11]([C:14]#[N:15])=[CH:10][C:9]=1[O:16][C:17]([F:20])([F:19])[F:18])=[O:6].[C:30]([C:32]1[CH:37]=[CH:36][C:35](B(O)O)=[CH:34][CH:33]=1)#[N:31].C(=O)([O-])[O-].[Na+].[Na+], predict the reaction product. The product is: [C:14]([C:11]1[CH:12]=[CH:13][C:8]([NH:7][C:5]([C:4]2[C:3]([CH3:29])=[C:2]([C:35]3[CH:36]=[CH:37][C:32]([C:30]#[N:31])=[CH:33][CH:34]=3)[CH:23]=[C:22]([C:24]([CH3:27])([CH3:26])[CH3:25])[C:21]=2[OH:28])=[O:6])=[C:9]([O:16][C:17]([F:20])([F:19])[F:18])[CH:10]=1)#[N:15].